The task is: Regression. Given two drug SMILES strings and cell line genomic features, predict the synergy score measuring deviation from expected non-interaction effect.. This data is from NCI-60 drug combinations with 297,098 pairs across 59 cell lines. (1) Drug 1: C1=C(C(=O)NC(=O)N1)N(CCCl)CCCl. Drug 2: C1=CN(C(=O)N=C1N)C2C(C(C(O2)CO)O)O.Cl. Cell line: K-562. Synergy scores: CSS=50.8, Synergy_ZIP=-0.836, Synergy_Bliss=-0.00573, Synergy_Loewe=4.45, Synergy_HSA=6.49. (2) Drug 1: C1=NC2=C(N1)C(=S)N=CN2. Drug 2: CCCCCOC(=O)NC1=NC(=O)N(C=C1F)C2C(C(C(O2)C)O)O. Cell line: MOLT-4. Synergy scores: CSS=1.85, Synergy_ZIP=0.862, Synergy_Bliss=-0.168, Synergy_Loewe=-5.55, Synergy_HSA=-3.44. (3) Drug 1: CS(=O)(=O)CCNCC1=CC=C(O1)C2=CC3=C(C=C2)N=CN=C3NC4=CC(=C(C=C4)OCC5=CC(=CC=C5)F)Cl. Drug 2: CS(=O)(=O)OCCCCOS(=O)(=O)C. Cell line: SNB-19. Synergy scores: CSS=7.07, Synergy_ZIP=-3.68, Synergy_Bliss=-0.0969, Synergy_Loewe=-2.45, Synergy_HSA=0.269. (4) Drug 1: CN(C)C1=NC(=NC(=N1)N(C)C)N(C)C. Drug 2: CC1=C2C(C(=O)C3(C(CC4C(C3C(C(C2(C)C)(CC1OC(=O)C(C(C5=CC=CC=C5)NC(=O)OC(C)(C)C)O)O)OC(=O)C6=CC=CC=C6)(CO4)OC(=O)C)O)C)O. Cell line: RXF 393. Synergy scores: CSS=23.8, Synergy_ZIP=-4.20, Synergy_Bliss=-3.04, Synergy_Loewe=-42.9, Synergy_HSA=-5.64. (5) Drug 1: C1=NC2=C(N=C(N=C2N1C3C(C(C(O3)CO)O)O)F)N. Drug 2: CCN(CC)CCCC(C)NC1=C2C=C(C=CC2=NC3=C1C=CC(=C3)Cl)OC. Cell line: UACC62. Synergy scores: CSS=1.59, Synergy_ZIP=3.97, Synergy_Bliss=-1.64, Synergy_Loewe=-2.11, Synergy_HSA=-1.66. (6) Drug 1: C1=CC(=CC=C1C#N)C(C2=CC=C(C=C2)C#N)N3C=NC=N3. Drug 2: CC(C)(C#N)C1=CC(=CC(=C1)CN2C=NC=N2)C(C)(C)C#N. Cell line: NCI/ADR-RES. Synergy scores: CSS=2.93, Synergy_ZIP=-2.50, Synergy_Bliss=-3.39, Synergy_Loewe=-0.635, Synergy_HSA=-2.58. (7) Drug 1: COC1=CC(=CC(=C1O)OC)C2C3C(COC3=O)C(C4=CC5=C(C=C24)OCO5)OC6C(C(C7C(O6)COC(O7)C8=CC=CS8)O)O. Drug 2: CNC(=O)C1=NC=CC(=C1)OC2=CC=C(C=C2)NC(=O)NC3=CC(=C(C=C3)Cl)C(F)(F)F. Cell line: A498. Synergy scores: CSS=39.5, Synergy_ZIP=-3.87, Synergy_Bliss=-2.09, Synergy_Loewe=-0.881, Synergy_HSA=1.24. (8) Drug 1: CC(C1=C(C=CC(=C1Cl)F)Cl)OC2=C(N=CC(=C2)C3=CN(N=C3)C4CCNCC4)N. Drug 2: C1CCN(CC1)CCOC2=CC=C(C=C2)C(=O)C3=C(SC4=C3C=CC(=C4)O)C5=CC=C(C=C5)O. Cell line: UACC62. Synergy scores: CSS=10.6, Synergy_ZIP=-1.06, Synergy_Bliss=5.92, Synergy_Loewe=-3.37, Synergy_HSA=4.84.